Regression. Given two drug SMILES strings and cell line genomic features, predict the synergy score measuring deviation from expected non-interaction effect. From a dataset of NCI-60 drug combinations with 297,098 pairs across 59 cell lines. (1) Cell line: SNB-75. Synergy scores: CSS=4.36, Synergy_ZIP=-10.1, Synergy_Bliss=-18.2, Synergy_Loewe=-25.0, Synergy_HSA=-17.0. Drug 2: C1=NC2=C(N1)C(=S)N=CN2. Drug 1: CNC(=O)C1=CC=CC=C1SC2=CC3=C(C=C2)C(=NN3)C=CC4=CC=CC=N4. (2) Drug 1: CCC1(C2=C(COC1=O)C(=O)N3CC4=CC5=C(C=CC(=C5CN(C)C)O)N=C4C3=C2)O.Cl. Drug 2: CC1C(C(CC(O1)OC2CC(CC3=C2C(=C4C(=C3O)C(=O)C5=CC=CC=C5C4=O)O)(C(=O)C)O)N)O. Cell line: OVCAR3. Synergy scores: CSS=42.0, Synergy_ZIP=-5.85, Synergy_Bliss=-6.79, Synergy_Loewe=-6.83, Synergy_HSA=-5.39.